This data is from Full USPTO retrosynthesis dataset with 1.9M reactions from patents (1976-2016). The task is: Predict the reactants needed to synthesize the given product. (1) Given the product [CH:2]1([CH2:13][CH:28]=[CH2:27])[O:8][C@H:7]([CH2:9][OH:10])[C@@H:5]([OH:6])[C@@H:3]1[OH:4], predict the reactants needed to synthesize it. The reactants are: O(C)[CH:2]1[O:8][C@H:7]([CH2:9][OH:10])[C@@H:5]([OH:6])[C@@H:3]1[OH:4].F[C:13](F)(F)S(O[Si](C)(C)C)(=O)=O.O.[OH-].[Na+].[CH3:27][C:28]#N. (2) Given the product [OH:2][C:3]1[CH:4]=[CH:5][C:6]([O:7][C:8]2[N:13]=[C:12]([CH3:14])[C:11]([CH2:15][N:16]3[CH2:17][CH2:18][CH:19]([N:22]4[C@H:26]([C:27]5[CH:28]=[CH:29][CH:30]=[CH:31][CH:32]=5)[CH2:25][NH:24][C:23]4=[O:33])[CH2:20][CH2:21]3)=[CH:10][CH:9]=2)=[CH:34][CH:35]=1, predict the reactants needed to synthesize it. The reactants are: C[O:2][C:3]1[CH:35]=[CH:34][C:6]([O:7][C:8]2[N:13]=[C:12]([CH3:14])[C:11]([CH2:15][N:16]3[CH2:21][CH2:20][CH:19]([N:22]4[C@H:26]([C:27]5[CH:32]=[CH:31][CH:30]=[CH:29][CH:28]=5)[CH2:25][NH:24][C:23]4=[O:33])[CH2:18][CH2:17]3)=[CH:10][CH:9]=2)=[CH:5][CH:4]=1.B(Br)(Br)Br.CO. (3) Given the product [Br:23][CH2:22][CH:21]=[CH:20][CH2:19][O:18][CH2:17][CH2:16][O:15][CH2:14][CH2:13][O:12][CH2:11][CH2:10][O:9][CH2:8][CH2:7][C:6]([OH:24])=[O:5], predict the reactants needed to synthesize it. The reactants are: C([O:5][C:6](=[O:24])[CH2:7][CH2:8][O:9][CH2:10][CH2:11][O:12][CH2:13][CH2:14][O:15][CH2:16][CH2:17][O:18][CH2:19][CH:20]=[CH:21][CH2:22][Br:23])(C)(C)C.C(O)(C(F)(F)F)=O. (4) Given the product [Cl:31][C:15]1[CH:16]=[C:17]([C:20]([NH:22][CH2:23][C:24]2[CH:29]=[CH:28][CH:27]=[C:26]([OH:30])[CH:25]=2)=[O:21])[CH:18]=[CH:19][C:14]=1[C:13]([NH:12][C@H:11]([C:33]([OH:35])=[O:34])[CH2:10][NH:9][C:7]([C:3]1[S:4][CH:5]=[CH:6][CH:2]=1)=[O:8])=[O:32], predict the reactants needed to synthesize it. The reactants are: Br[C:2]1[CH:6]=[CH:5][S:4][C:3]=1[C:7]([NH:9][CH2:10][C@@H:11]([C:33]([OH:35])=[O:34])[NH:12][C:13](=[O:32])[C:14]1[CH:19]=[CH:18][C:17]([C:20]([NH:22][CH2:23][C:24]2[CH:29]=[CH:28][CH:27]=[C:26]([OH:30])[CH:25]=2)=[O:21])=[CH:16][C:15]=1[Cl:31])=[O:8].BrC1SC(C(NC[C@@H](C(O)=O)NC(=O)C2C=CC(C(NCC3C=CC=C(O)C=3)=O)=CC=2Cl)=O)=CC=1.ClC1C=C(C(NCC2C=CC=C(O)C=2)=O)C=CC=1C(N[C@H](C(O)=O)CNC(C1SC=CC=1Cl)=O)=O.ClC1C=C(C(NCC2C=CC=C(O)C=2)=O)C=CC=1C(N[C@H](C(O)=O)CNC(C1SC(Cl)=CC=1)=O)=O.ClC1C=C(C(NCC2C=CC=C(O)C=2)=O)C=CC=1C(N[C@H](C(O)=O)CNC(C1SC(Br)=C(Br)C=1)=O)=O.ClC1C=C(C(NCC2C=CC=C(O)C=2)=O)C=CC=1C(N[C@H](C(O)=O)CNC(C1SC=CC=1C)=O)=O.ClC1C=C(C(NCC2C=CC=C(O)C=2)=O)C=CC=1C(N[C@H](C(O)=O)CNC(C1SC(C)=CC=1)=O)=O.ClC1C=C(C(NCC2C=CC=C(O)C=2)=O)C=CC=1C(N[C@H](C(O)=O)CNC(C1C=CSC=1)=O)=O.